This data is from Peptide-MHC class I binding affinity with 185,985 pairs from IEDB/IMGT. The task is: Regression. Given a peptide amino acid sequence and an MHC pseudo amino acid sequence, predict their binding affinity value. This is MHC class I binding data. The peptide sequence is YVTPRALEL. The MHC is HLA-C15:02 with pseudo-sequence HLA-C15:02. The binding affinity (normalized) is 0.872.